From a dataset of TCR-epitope binding with 47,182 pairs between 192 epitopes and 23,139 TCRs. Binary Classification. Given a T-cell receptor sequence (or CDR3 region) and an epitope sequence, predict whether binding occurs between them. The epitope is NQKLIANQF. The TCR CDR3 sequence is CSARKTGEETQYF. Result: 0 (the TCR does not bind to the epitope).